This data is from Forward reaction prediction with 1.9M reactions from USPTO patents (1976-2016). The task is: Predict the product of the given reaction. (1) Given the reactants [NH2:1][CH2:2][C:3]1[N:12]([C:13]2[CH:18]=[CH:17][CH:16]=[CH:15][CH:14]=2)[C:11](=[O:19])[C:10]2[C:5](=[CH:6][CH:7]=[CH:8][C:9]=2[CH3:20])[N:4]=1.[C:21](=N)([C:28]1[CH:33]=[CH:32][CH:31]=[CH:30][CH:29]=1)[C:22]1[CH:27]=[CH:26][CH:25]=[CH:24][CH:23]=1, predict the reaction product. The product is: [C:21](=[N:1][CH2:2][C:3]1[N:12]([C:13]2[CH:14]=[CH:15][CH:16]=[CH:17][CH:18]=2)[C:11](=[O:19])[C:10]2[C:5](=[CH:6][CH:7]=[CH:8][C:9]=2[CH3:20])[N:4]=1)([C:22]1[CH:27]=[CH:26][CH:25]=[CH:24][CH:23]=1)[C:28]1[CH:33]=[CH:32][CH:31]=[CH:30][CH:29]=1. (2) Given the reactants [H-].[Na+].Br[C:4]1[CH:9]=[CH:8][C:7]([NH:10][C:11]([C:13]2[CH:18]=[CH:17][CH:16]=[CH:15][N:14]=2)=[O:12])=[CH:6][C:5]=1[F:19].C([Li])CCC.[CH2:25]=[C:26]1[CH2:30][CH2:29][O:28][C:27]1=[O:31].C(=O)(O)[O-].[Na+], predict the reaction product. The product is: [F:19][C:5]1[CH:6]=[C:7]([NH:10][C:11]([C:13]2[CH:18]=[CH:17][CH:16]=[CH:15][N:14]=2)=[O:12])[CH:8]=[CH:9][C:4]=1[C:27](=[O:31])[C:26]([CH2:30][CH2:29][OH:28])=[CH2:25].